From a dataset of Tyrosyl-DNA phosphodiesterase HTS with 341,365 compounds. Binary Classification. Given a drug SMILES string, predict its activity (active/inactive) in a high-throughput screening assay against a specified biological target. (1) The molecule is O=C1N(C(N(CC(C)C)CC(C)C)=N/C1=C/c1occc1)c1ccccc1. The result is 0 (inactive). (2) The drug is O=C(Nc1noc(c1)C)CCC1CCCCC1. The result is 0 (inactive).